From a dataset of Catalyst prediction with 721,799 reactions and 888 catalyst types from USPTO. Predict which catalyst facilitates the given reaction. (1) Reactant: O=[C:2]1[CH2:7][CH2:6][CH2:5][CH2:4][CH:3]1[C:8](OC)=[O:9].[NH2:12][C:13]1[CH:14]=[C:15]([CH:20]=[CH:21][C:22]=1[CH3:23])[C:16]([O:18][CH3:19])=[O:17].O1CCOCC1. Product: [CH3:23][C:22]1[C:13]2[NH:12][C:2]3[CH2:7][CH2:6][CH2:5][CH2:4][C:3]=3[C:8](=[O:9])[C:14]=2[C:15]([C:16]([O:18][CH3:19])=[O:17])=[CH:20][CH:21]=1. The catalyst class is: 6. (2) Reactant: CC([N:5]([CH2:9][CH:10]([CH2:30][C:31]1[C:32]([NH2:37])=[N:33][CH:34]=[CH:35][CH:36]=1)[C:11]([N:13]([CH2:17][C:18]1[CH:23]=[C:22]([CH2:24][CH2:25][CH2:26][O:27][CH3:28])[CH:21]=[CH:20][C:19]=1[Cl:29])[CH:14]1[CH2:16][CH2:15]1)=[O:12])C(=O)[O-])(C)C.Cl. Product: [NH2:5][CH2:9][CH:10]([CH2:30][C:31]1[C:32]([NH2:37])=[N:33][CH:34]=[CH:35][CH:36]=1)[C:11]([N:13]([CH2:17][C:18]1[CH:23]=[C:22]([CH2:24][CH2:25][CH2:26][O:27][CH3:28])[CH:21]=[CH:20][C:19]=1[Cl:29])[CH:14]1[CH2:16][CH2:15]1)=[O:12]. The catalyst class is: 2. (3) Reactant: [CH3:1][S:2]([C:5]1[CH:10]=[CH:9][C:8]([OH:11])=[CH:7][CH:6]=1)(=[O:4])=[O:3].C([O-])([O-])=O.[Cs+].[Cs+].[CH3:18][O:19][C:20](=[O:23])[CH2:21]Br. Product: [CH3:1][S:2]([C:5]1[CH:10]=[CH:9][C:8]([O:11][CH2:21][C:20]([O:19][CH3:18])=[O:23])=[CH:7][CH:6]=1)(=[O:3])=[O:4]. The catalyst class is: 23. (4) Reactant: [CH2:1]([NH:3][CH2:4][C:5]1[CH:10]=[CH:9][CH:8]=[CH:7][CH:6]=1)[CH3:2].CCN(CC)CC.Br[CH2:19][C:20]1[CH:25]=[CH:24][C:23]([C:26](=[O:28])[CH3:27])=[CH:22][CH:21]=1. Product: [CH2:4]([N:3]([CH2:19][C:20]1[CH:25]=[CH:24][C:23]([C:26](=[O:28])[CH3:27])=[CH:22][CH:21]=1)[CH2:1][CH3:2])[C:5]1[CH:10]=[CH:9][CH:8]=[CH:7][CH:6]=1. The catalyst class is: 1. (5) Reactant: [Cl:1][C:2]1[CH:7]=[CH:6][N:5]2[N:8]=[C:9]([C:13]3[CH:18]=[CH:17][C:16]([O:19][CH3:20])=[CH:15][CH:14]=3)[C:10]([CH:11]=[O:12])=[C:4]2[CH:3]=1.[C:21]([Mg]Br)#[CH:22].C(=O)(O)[O-].[Na+]. Product: [Cl:1][C:2]1[CH:7]=[CH:6][N:5]2[N:8]=[C:9]([C:13]3[CH:18]=[CH:17][C:16]([O:19][CH3:20])=[CH:15][CH:14]=3)[C:10]([CH:11]([OH:12])[C:21]#[CH:22])=[C:4]2[CH:3]=1. The catalyst class is: 7. (6) Reactant: Cl.Cl.[NH2:3][CH2:4][C:5]1[NH:6][CH:7]=[CH:8][N:9]=1.CN(C)C=O.[H-].[Na+].[C:17](OC(=O)C)(=[O:19])[CH3:18]. Product: [NH:6]1[CH:7]=[CH:8][N:9]=[C:5]1[CH2:4][NH:3][C:17](=[O:19])[CH3:18]. The catalyst class is: 17. (7) Reactant: C(OC([NH:8][CH2:9][C:10]1[CH:15]=[CH:14][C:13]([CH2:16][NH:17][S:18]([C:21]2[CH:30]=[CH:29][CH:28]=[C:27]3[C:22]=2[CH:23]=[CH:24][N:25]=[CH:26]3)(=[O:20])=[O:19])=[CH:12][CH:11]=1)=O)(C)(C)C.Cl. Product: [CH:26]1[C:27]2[C:22](=[C:21]([S:18]([NH:17][CH2:16][C:13]3[CH:14]=[CH:15][C:10]([CH2:9][NH2:8])=[CH:11][CH:12]=3)(=[O:19])=[O:20])[CH:30]=[CH:29][CH:28]=2)[CH:23]=[CH:24][N:25]=1. The catalyst class is: 5. (8) Reactant: [CH3:1][C:2]1[N:3]([C:13]2[CH:18]=[CH:17][CH:16]=[CH:15][CH:14]=2)[C:4](=[O:12])[C:5]2[CH:11]=[N:10][CH:9]=[CH:8][C:6]=2[N:7]=1.[CH3:19][O:20][C:21]1[C:26]([OH:27])=[C:25]([CH:28]=O)[CH:24]=[CH:23][CH:22]=1. Product: [OH:27][C:26]1[C:21]([O:20][CH3:19])=[CH:22][CH:23]=[CH:24][C:25]=1/[CH:28]=[CH:1]/[C:2]1[N:3]([C:13]2[CH:14]=[CH:15][CH:16]=[CH:17][CH:18]=2)[C:4](=[O:12])[C:5]2[CH:11]=[N:10][CH:9]=[CH:8][C:6]=2[N:7]=1. The catalyst class is: 15. (9) Reactant: [OH:1][C:2]1[CH:7]=[CH:6][CH:5]=[CH:4][C:3]=1[C:8]1[N:17]=[C:16]([NH:18][C@H:19]2[CH2:23][CH2:22][N:21](C(OC(C)(C)C)=O)[CH2:20]2)[C:15]2[C:10](=[CH:11][CH:12]=[C:13]([C:31]#[C:32][CH2:33][OH:34])[CH:14]=2)[N:9]=1. Product: [OH:34][CH2:33][C:32]#[C:31][C:13]1[CH:14]=[C:15]2[C:10](=[CH:11][CH:12]=1)[N:9]=[C:8]([C:3]1[CH:4]=[CH:5][CH:6]=[CH:7][C:2]=1[OH:1])[N:17]=[C:16]2[NH:18][C@H:19]1[CH2:23][CH2:22][NH:21][CH2:20]1. The catalyst class is: 19. (10) Reactant: [F:1][C:2]1[CH:7]=[CH:6][C:5]([F:8])=[CH:4][C:3]=1[N+:9]([O-])=O.[CH:12]([Mg]Br)=[CH2:13].[NH4+].[Cl-]. Product: [F:8][C:5]1[CH:6]=[CH:7][C:2]([F:1])=[C:3]2[C:4]=1[CH:12]=[CH:13][NH:9]2. The catalyst class is: 1.